From a dataset of Forward reaction prediction with 1.9M reactions from USPTO patents (1976-2016). Predict the product of the given reaction. (1) Given the reactants [N:1]1[CH:6]=[CH:5][CH:4]=[CH:3][C:2]=1[S:7](Cl)(=[O:9])=[O:8].[C:11]([O:15][C:16](=[O:35])[NH:17][C@H:18]([C:23](=[O:34])[NH:24][C@H:25]1[CH2:31][CH2:30][C@@H:29]([CH3:32])[NH:28][CH2:27][C@@H:26]1[OH:33])[CH2:19][CH:20]([CH3:22])[CH3:21])([CH3:14])([CH3:13])[CH3:12].C(=O)(O)[O-].[Na+], predict the reaction product. The product is: [C:11]([O:15][C:16](=[O:35])[NH:17][C@H:18]([C:23](=[O:34])[NH:24][C@H:25]1[CH2:31][CH2:30][C@@H:29]([CH3:32])[NH:28][CH:27]([S:7]([C:2]2[CH:3]=[CH:4][CH:5]=[CH:6][N:1]=2)(=[O:9])=[O:8])[C@H:26]1[OH:33])[CH2:19][CH:20]([CH3:22])[CH3:21])([CH3:13])([CH3:14])[CH3:12]. (2) Given the reactants [CH3:1][N:2]([CH3:6])[CH2:3][CH2:4][OH:5].[H-].[Na+].F[C:10]1[CH:19]=[C:18]2[C:13]([C:14](=[O:20])[NH:15][CH:16]=[N:17]2)=[CH:12][CH:11]=1, predict the reaction product. The product is: [CH3:1][N:2]([CH3:6])[CH2:3][CH2:4][O:5][C:10]1[CH:19]=[C:18]2[C:13]([C:14](=[O:20])[NH:15][CH:16]=[N:17]2)=[CH:12][CH:11]=1. (3) Given the reactants Cl.[CH:2]([O:5][CH:6]1[CH2:11][CH2:10][NH:9][CH2:8][CH2:7]1)([CH3:4])[CH3:3].C(N(CC)CC)C.[F:19][C:20]1[CH:28]=[CH:27][C:26]([CH2:29][C:30]2[C:39]3[CH2:38][CH2:37][CH2:36][CH2:35][C:34]=3[C:33](=[O:40])[NH:32][N:31]=2)=[CH:25][C:21]=1[C:22](O)=[O:23].F[P-](F)(F)(F)(F)F.N1(OC(N(C)C)=[N+](C)C)C2C=CC=CC=2N=N1, predict the reaction product. The product is: [F:19][C:20]1[CH:28]=[CH:27][C:26]([CH2:29][C:30]2[C:39]3[CH2:38][CH2:37][CH2:36][CH2:35][C:34]=3[C:33](=[O:40])[NH:32][N:31]=2)=[CH:25][C:21]=1[C:22]([N:9]1[CH2:10][CH2:11][CH:6]([O:5][CH:2]([CH3:4])[CH3:3])[CH2:7][CH2:8]1)=[O:23]. (4) Given the reactants O.O.O.O.O.[S:6]([O-:10])([O-:9])(=[O:8])=[O:7].[Cu+2:11].[Na].[O:13]=[C:14]1[O:20][C@H:19]([C@H:21]([CH2:23][OH:24])[OH:22])[C:17]([OH:18])=[C:15]1[OH:16].Br[C:26]1[CH:27]=[C:28]([C@:32]23[CH2:41][CH2:40][O:39][CH2:38][CH:37]2[CH2:36][S:35][C:34]([NH:42][C:43](=[O:49])[O:44][C:45]([CH3:48])([CH3:47])[CH3:46])=[N:33]3)[CH:29]=[CH:30][CH:31]=1.[N-:50]=[N+:51]=[N-:52].[Na+].C1(N)CCCCC1N, predict the reaction product. The product is: [S:6]([O-:10])([O-:9])(=[O:8])=[O:7].[Cu+2:11].[O:13]=[C:14]1[O:20][C@H:19]([C@H:21]([CH2:23][OH:24])[OH:22])[C:17]([OH:18])=[C:15]1[OH:16].[N:50]([C:26]1[CH:27]=[C:28]([C@:32]23[CH2:41][CH2:40][O:39][CH2:38][CH:37]2[CH2:36][S:35][C:34]([NH:42][C:43](=[O:49])[O:44][C:45]([CH3:48])([CH3:47])[CH3:46])=[N:33]3)[CH:29]=[CH:30][CH:31]=1)=[N+:51]=[N-:52]. (5) Given the reactants [Br:1][C:2]1[CH:3]=[C:4]([CH2:20][C@H:21]([NH:26]C(OC(C)(C)C)=O)[C:22]([O:24][CH3:25])=[O:23])[CH:5]=[CH:6][C:7]=1[CH:8]1[S:12](=[O:14])(=[O:13])[N:11](C(C)(C)C)[C:10](=[O:19])[CH2:9]1.[F:34][C:35]([F:40])([F:39])[C:36]([OH:38])=[O:37], predict the reaction product. The product is: [F:34][C:35]([F:40])([F:39])[C:36]([OH:38])=[O:37].[NH2:26][C@@H:21]([CH2:20][C:4]1[CH:5]=[CH:6][C:7]([CH:8]2[S:12](=[O:13])(=[O:14])[NH:11][C:10](=[O:19])[CH2:9]2)=[C:2]([Br:1])[CH:3]=1)[C:22]([O:24][CH3:25])=[O:23]. (6) The product is: [F:41][C:38]1[CH:37]=[CH:36][C:35]([CH:22]2[C:23]3=[N:24][NH:25][C:26](=[O:34])[C:27]4[CH:28]=[CH:29][CH:30]=[C:31]([C:32]=43)[NH:33][CH:21]2[C:18]2[CH:19]=[CH:20][C:15]([CH2:14][N:11]3[CH2:12][CH2:13][NH:8][CH:9]([CH3:42])[CH2:10]3)=[CH:16][CH:17]=2)=[CH:40][CH:39]=1. Given the reactants C(OC([N:8]1[CH2:13][CH2:12][N:11]([CH2:14][C:15]2[CH:20]=[CH:19][C:18]([CH:21]3[NH:33][C:31]4[C:32]5[C:23](=[N:24][NH:25][C:26](=[O:34])[C:27]=5[CH:28]=[CH:29][CH:30]=4)[CH:22]3[C:35]3[CH:40]=[CH:39][C:38]([F:41])=[CH:37][CH:36]=3)=[CH:17][CH:16]=2)[CH2:10][CH:9]1[CH3:42])=O)(C)(C)C, predict the reaction product. (7) Given the reactants [CH3:1][C:2]1[N:10]=[C:9]2[C:5]([N:6]=[CH:7][N:8]2C2CCCCO2)=[C:4]([C:17]2[C:18]([NH:23][C:24]3[CH:29]=[CH:28][C:27]([NH:30][C:31]([CH:33]4[CH2:35][CH2:34]4)=[O:32])=[CH:26][CH:25]=3)=[N:19][CH:20]=[CH:21][CH:22]=2)[N:3]=1.FC(F)(F)C(O)=O, predict the reaction product. The product is: [CH3:1][C:2]1[N:10]=[C:9]2[C:5]([N:6]=[CH:7][NH:8]2)=[C:4]([C:17]2[C:18]([NH:23][C:24]3[CH:29]=[CH:28][C:27]([NH:30][C:31]([CH:33]4[CH2:35][CH2:34]4)=[O:32])=[CH:26][CH:25]=3)=[N:19][CH:20]=[CH:21][CH:22]=2)[N:3]=1. (8) Given the reactants [C:1]([O:5][C:6]([N:8]1[CH2:13][CH2:12][N:11]([C:14]2[CH:22]=[CH:21][C:17]([C:18]([OH:20])=O)=[CH:16][C:15]=2[F:23])[CH2:10][CH2:9]1)=[O:7])([CH3:4])([CH3:3])[CH3:2].[CH3:24][CH:25]([NH2:27])[CH3:26].Cl.C(N=C=NCCCN(C)C)C.O.N1(O)C2C=CC=CC=2N=N1.CN1CCOCC1, predict the reaction product. The product is: [F:23][C:15]1[CH:16]=[C:17]([C:18](=[O:20])[NH:27][CH:25]([CH3:26])[CH3:24])[CH:21]=[CH:22][C:14]=1[N:11]1[CH2:12][CH2:13][N:8]([C:6]([O:5][C:1]([CH3:4])([CH3:3])[CH3:2])=[O:7])[CH2:9][CH2:10]1. (9) Given the reactants [Mg].BrCCBr.Br[C:7]1[CH:8]=[C:9]([CH:23]=[CH:24][CH:25]=1)[N:10]([C:17]1[CH:22]=[CH:21][CH:20]=[CH:19][CH:18]=1)[C:11]1[CH:16]=[CH:15][CH:14]=[CH:13][CH:12]=1.[B:26](OC)([O:29][CH3:30])[O:27][CH3:28], predict the reaction product. The product is: [C:11]1([N:10]([C:17]2[CH:22]=[CH:21][CH:20]=[CH:19][CH:18]=2)[C:9]2[CH:8]=[C:7]([B:26]3[O:29][CH2:30][CH2:28][O:27]3)[CH:25]=[CH:24][CH:23]=2)[CH:12]=[CH:13][CH:14]=[CH:15][CH:16]=1. (10) Given the reactants [Cl:1][C:2]1[CH:7]=[CH:6][C:5]([CH2:8][C@@H:9]([NH:27]C(=O)OC(C)(C)C)[C:10]([N:12]2[CH2:17][CH2:16][N:15]([C:18]3[C:19]4[CH2:26][S:25][CH2:24][C:20]=4[N:21]=[CH:22][N:23]=3)[CH2:14][CH2:13]2)=[O:11])=[CH:4][CH:3]=1.[ClH:35], predict the reaction product. The product is: [ClH:1].[ClH:35].[NH2:27][C@H:9]([CH2:8][C:5]1[CH:6]=[CH:7][C:2]([Cl:1])=[CH:3][CH:4]=1)[C:10]([N:12]1[CH2:17][CH2:16][N:15]([C:18]2[C:19]3[CH2:26][S:25][CH2:24][C:20]=3[N:21]=[CH:22][N:23]=2)[CH2:14][CH2:13]1)=[O:11].